From a dataset of Reaction yield outcomes from USPTO patents with 853,638 reactions. Predict the reaction yield, written as a fraction of the theoretical maximum amount of product (1.0 means a 100% yield; for example, 0.34 means a 34% yield). The reactants are O[C:2]([C:5]1[CH:6]=[C:7]([CH:15]=[C:16]([C:18]([F:21])([F:20])[F:19])[CH:17]=1)[C:8]([O:10]C(C)(C)C)=[O:9])([CH3:4])[CH3:3].S(=O)(=O)(O)O.[CH3:27][CH2:28][O:29]C(C)=O.C(#[N:35])C. No catalyst specified. The product is [C:28]([NH:35][C:2]([C:5]1[CH:6]=[C:7]([CH:15]=[C:16]([C:18]([F:19])([F:20])[F:21])[CH:17]=1)[C:8]([OH:10])=[O:9])([CH3:3])[CH3:4])(=[O:29])[CH3:27]. The yield is 0.919.